This data is from NCI-60 drug combinations with 297,098 pairs across 59 cell lines. The task is: Regression. Given two drug SMILES strings and cell line genomic features, predict the synergy score measuring deviation from expected non-interaction effect. (1) Drug 1: CC1=C(C=C(C=C1)NC2=NC=CC(=N2)N(C)C3=CC4=NN(C(=C4C=C3)C)C)S(=O)(=O)N.Cl. Drug 2: COC1=C(C=C2C(=C1)N=CN=C2NC3=CC(=C(C=C3)F)Cl)OCCCN4CCOCC4. Cell line: NCI-H522. Synergy scores: CSS=46.2, Synergy_ZIP=9.24, Synergy_Bliss=9.55, Synergy_Loewe=-4.22, Synergy_HSA=9.77. (2) Drug 1: CC1=C(C(=CC=C1)Cl)NC(=O)C2=CN=C(S2)NC3=CC(=NC(=N3)C)N4CCN(CC4)CCO. Drug 2: CNC(=O)C1=NC=CC(=C1)OC2=CC=C(C=C2)NC(=O)NC3=CC(=C(C=C3)Cl)C(F)(F)F. Cell line: RPMI-8226. Synergy scores: CSS=-15.1, Synergy_ZIP=5.47, Synergy_Bliss=1.41, Synergy_Loewe=-7.49, Synergy_HSA=-6.80. (3) Drug 1: CS(=O)(=O)C1=CC(=C(C=C1)C(=O)NC2=CC(=C(C=C2)Cl)C3=CC=CC=N3)Cl. Drug 2: CC1=C(N=C(N=C1N)C(CC(=O)N)NCC(C(=O)N)N)C(=O)NC(C(C2=CN=CN2)OC3C(C(C(C(O3)CO)O)O)OC4C(C(C(C(O4)CO)O)OC(=O)N)O)C(=O)NC(C)C(C(C)C(=O)NC(C(C)O)C(=O)NCCC5=NC(=CS5)C6=NC(=CS6)C(=O)NCCC[S+](C)C)O. Cell line: RXF 393. Synergy scores: CSS=14.4, Synergy_ZIP=-3.59, Synergy_Bliss=0.347, Synergy_Loewe=1.97, Synergy_HSA=2.11. (4) Drug 1: CC(C)(C#N)C1=CC(=CC(=C1)CN2C=NC=N2)C(C)(C)C#N. Drug 2: CC(C)NC(=O)C1=CC=C(C=C1)CNNC.Cl. Cell line: MCF7. Synergy scores: CSS=-2.08, Synergy_ZIP=-0.131, Synergy_Bliss=-0.0529, Synergy_Loewe=-1.69, Synergy_HSA=-1.68. (5) Drug 1: C1CN1C2=NC(=NC(=N2)N3CC3)N4CC4. Drug 2: CC1C(C(CC(O1)OC2CC(CC3=C2C(=C4C(=C3O)C(=O)C5=CC=CC=C5C4=O)O)(C(=O)C)O)N)O. Cell line: MOLT-4. Synergy scores: CSS=54.5, Synergy_ZIP=-4.47, Synergy_Bliss=-5.59, Synergy_Loewe=-1.06, Synergy_HSA=-0.226. (6) Synergy scores: CSS=-1.61, Synergy_ZIP=6.62, Synergy_Bliss=-0.0594, Synergy_Loewe=-8.71, Synergy_HSA=-4.51. Drug 2: CC1CCC2CC(C(=CC=CC=CC(CC(C(=O)C(C(C(=CC(C(=O)CC(OC(=O)C3CCCCN3C(=O)C(=O)C1(O2)O)C(C)CC4CCC(C(C4)OC)OCCO)C)C)O)OC)C)C)C)OC. Drug 1: COC1=NC(=NC2=C1N=CN2C3C(C(C(O3)CO)O)O)N. Cell line: PC-3.